The task is: Predict the product of the given reaction.. This data is from Forward reaction prediction with 1.9M reactions from USPTO patents (1976-2016). (1) Given the reactants F[C:2]1[N:7]=[C:6]([N:8]([CH3:21])[C:9]2[CH:14]=[CH:13][N:12]=[C:11]([C:15]3[CH:20]=[CH:19][CH:18]=[CH:17][CH:16]=3)[N:10]=2)[CH:5]=[CH:4][N:3]=1.[N:22]([CH2:25][C@H:26]([NH2:34])[CH2:27][C:28]1[CH:33]=[CH:32][CH:31]=[CH:30][CH:29]=1)=[N+:23]=[N-:24], predict the reaction product. The product is: [N:22]([CH2:25][C@H:26]([NH:34][C:2]1[N:7]=[C:6]([N:8]([CH3:21])[C:9]2[CH:14]=[CH:13][N:12]=[C:11]([C:15]3[CH:20]=[CH:19][CH:18]=[CH:17][CH:16]=3)[N:10]=2)[CH:5]=[CH:4][N:3]=1)[CH2:27][C:28]1[CH:33]=[CH:32][CH:31]=[CH:30][CH:29]=1)=[N+:23]=[N-:24]. (2) Given the reactants [CH3:1][CH2:2][O:3][C:4](/[C:6](/Cl)=[N:7]\[OH:8])=[O:5].[Cl:10][C:11]1[CH:16]=[C:15]([C:17]([C:19](F)(F)F)=[CH2:18])[CH:14]=[C:13]([Cl:23])[CH:12]=1.C(=O)([O-])O.[Na+], predict the reaction product. The product is: [CH2:2]([O:3][C:4]([C:6]1[CH2:18][C:17]([C:15]2[CH:14]=[C:13]([Cl:23])[CH:12]=[C:11]([Cl:10])[CH:16]=2)([CH3:19])[O:8][N:7]=1)=[O:5])[CH3:1]. (3) Given the reactants [NH2:1][N:2]1[N:11]=[C:10]([C:12]2[CH:17]=[CH:16][C:15]([O:18][CH3:19])=[CH:14][CH:13]=2)[C:9]2[C:4](=[CH:5][CH:6]=[CH:7][CH:8]=2)[C:3]1=[O:20].[C:21]12([CH2:31][C:32](Cl)=[O:33])[CH2:30][CH:25]3[CH2:26][CH:27]([CH2:29][CH:23]([CH2:24]3)[CH2:22]1)[CH2:28]2, predict the reaction product. The product is: [C:21]12([CH2:31][C:32]([NH:1][N:2]3[N:11]=[C:10]([C:12]4[CH:17]=[CH:16][C:15]([O:18][CH3:19])=[CH:14][CH:13]=4)[C:9]4[C:4](=[CH:5][CH:6]=[CH:7][CH:8]=4)[C:3]3=[O:20])=[O:33])[CH2:28][CH:27]3[CH2:26][CH:25]([CH2:24][CH:23]([CH2:29]3)[CH2:22]1)[CH2:30]2. (4) Given the reactants [C:1]1([CH3:7])[CH:6]=[CH:5][CH:4]=[CH:3][CH:2]=1.[OH-:8].[Na+], predict the reaction product. The product is: [OH:8][C:2]1[CH:3]=[CH:4][C:5]([C:7]2([C:5]3[CH:4]=[CH:3][C:2]([OH:8])=[C:1]([CH3:7])[CH:6]=3)[C:6]3[CH:5]=[CH:4][CH:3]=[CH:2][C:1]=3[C:6]3[C:1]2=[CH:2][CH:3]=[CH:4][CH:5]=3)=[CH:6][C:1]=1[CH3:7]. (5) Given the reactants [Cl:1][C:2]1[CH:14]=[CH:13][C:5]([O:6][C:7]([CH3:12])([CH3:11])[C:8]([OH:10])=O)=[CH:4][CH:3]=1.C(N(CC)CC)C.C1C=CC2N(O)N=NC=2C=1.[NH2:32][C:33]1[S:34][CH:35]=[CH:36][N:37]=1.CCN=C=NCCCN(C)C, predict the reaction product. The product is: [Cl:1][C:2]1[CH:3]=[CH:4][C:5]([O:6][C:7]([CH3:12])([CH3:11])[C:8]([NH:32][C:33]2[S:34][CH:35]=[CH:36][N:37]=2)=[O:10])=[CH:13][CH:14]=1. (6) The product is: [C:12]([O:16][C:17]([NH:1][CH2:2][C@H:3]1[CH2:4][CH2:5][C@H:6]([C:9]([OH:11])=[O:10])[CH2:7][CH2:8]1)=[O:18])([CH3:15])([CH3:14])[CH3:13]. Given the reactants [NH2:1][CH2:2][C@H:3]1[CH2:8][CH2:7][C@H:6]([C:9]([OH:11])=[O:10])[CH2:5][CH2:4]1.[C:12]([O:16][C:17](O[C:17]([O:16][C:12]([CH3:15])([CH3:14])[CH3:13])=[O:18])=[O:18])([CH3:15])([CH3:14])[CH3:13].C(=O)(O)[O-].[Na+].[OH-].[Na+], predict the reaction product. (7) Given the reactants C(N1C=CN=C1)(N1C=CN=C1)=O.[Br:13][C:14]1[CH:15]=[C:16]([CH:20]=[CH:21][N:22]=1)[C:17]([OH:19])=O.[F:23][C:24]([F:34])([F:33])[O:25][C:26]1[CH:32]=[CH:31][C:29]([NH2:30])=[CH:28][CH:27]=1.C([O-])([O-])=O.[Na+].[Na+], predict the reaction product. The product is: [Br:13][C:14]1[CH:15]=[C:16]([CH:20]=[CH:21][N:22]=1)[C:17]([NH:30][C:29]1[CH:31]=[CH:32][C:26]([O:25][C:24]([F:23])([F:33])[F:34])=[CH:27][CH:28]=1)=[O:19].